Dataset: Reaction yield outcomes from USPTO patents with 853,638 reactions. Task: Predict the reaction yield, written as a fraction of the theoretical maximum amount of product (1.0 means a 100% yield; for example, 0.34 means a 34% yield). (1) The product is [F:1][C:2]1[CH:3]=[C:4]([NH:10][C:12]2[C:17]([C:18]3[N:23]=[C:22]([CH3:24])[N:21]=[C:20]([N:25]([CH2:26][C:27]4[CH:28]=[CH:29][C:30]([O:33][CH3:34])=[CH:31][CH:32]=4)[CH2:35][C:36]4[CH:41]=[CH:40][C:39]([O:42][CH3:43])=[CH:38][CH:37]=4)[N:19]=3)=[CH:16][C:15]([CH2:44][N:45]3[CH2:50][CH2:49][N:48]([S:51]([CH3:54])(=[O:52])=[O:53])[CH2:47][C@@H:46]3[CH3:55])=[CH:14][N:13]=2)[CH:5]=[N:6][C:7]=1[O:8][CH3:9]. The reactants are [F:1][C:2]1[CH:3]=[C:4]([NH2:10])[CH:5]=[N:6][C:7]=1[O:8][CH3:9].F[C:12]1[C:17]([C:18]2[N:23]=[C:22]([CH3:24])[N:21]=[C:20]([N:25]([CH2:35][C:36]3[CH:41]=[CH:40][C:39]([O:42][CH3:43])=[CH:38][CH:37]=3)[CH2:26][C:27]3[CH:32]=[CH:31][C:30]([O:33][CH3:34])=[CH:29][CH:28]=3)[N:19]=2)=[CH:16][C:15]([CH2:44][N:45]2[CH2:50][CH2:49][N:48]([S:51]([CH3:54])(=[O:53])=[O:52])[CH2:47][C@@H:46]2[CH3:55])=[CH:14][N:13]=1.[Li+].C[Si]([N-][Si](C)(C)C)(C)C. The yield is 0.810. The catalyst is C1COCC1. (2) The reactants are C([N:3]([CH2:6][CH3:7])CC)C.[Cl:8][CH2:9][C@H:10]1[O:14][C@@H:13]([N:15]2[CH:23]=[N:22][C:21]3[C:16]2=[N:17][CH:18]=[N:19][C:20]=3Cl)[C@H:12]([OH:25])[C@@H:11]1[OH:26]. The catalyst is C(O)(C)C. The product is [OH:14][C@@H:13]1[CH2:12][CH2:11][CH2:7][C@H:6]1[NH:3][C:20]1[N:19]=[CH:18][N:17]=[C:16]2[C:21]=1[N:22]=[CH:23][N:15]2[CH:13]1[C@H:12]([OH:25])[C@H:11]([OH:26])[C@@H:10]([CH2:9][Cl:8])[O:14]1. The yield is 0.810. (3) The catalyst is C(OCC)(=O)C.C(O)C.[Pd]. The reactants are C([O:8][C:9]1[N:14]=[C:13]([O:15]CC2C=CC=CC=2)[C:12]([CH:23]([CH3:25])[CH3:24])=[C:11]([O:26][C:27]2[CH:32]=[C:31]([CH3:33])[CH:30]=[C:29]([CH3:34])[C:28]=2[CH3:35])[N:10]=1)C1C=CC=CC=1.[H][H]. The product is [CH:23]([C:12]1[C:13](=[O:15])[NH:14][C:9](=[O:8])[NH:10][C:11]=1[O:26][C:27]1[CH:32]=[C:31]([CH3:33])[CH:30]=[C:29]([CH3:34])[C:28]=1[CH3:35])([CH3:25])[CH3:24]. The yield is 0.590. (4) The reactants are [CH3:1][C:2]1[S:6][C:5]2[CH:7]=[C:8]([O:11][C:12]3[CH:17]=[CH:16][N:15]=[C:14]4[CH:18]=[C:19]([CH3:21])[S:20][C:13]=34)[CH:9]=[CH:10][C:4]=2[C:3]=1[C:22](Cl)=[O:23].[N:25]1([CH2:31][CH2:32][NH2:33])[CH2:30][CH2:29][O:28][CH2:27][CH2:26]1. No catalyst specified. The product is [N:25]1([CH2:31][CH2:32][NH:33][C:22]([C:3]2[C:4]3[CH:10]=[CH:9][C:8]([O:11][C:12]4[CH:17]=[CH:16][N:15]=[C:14]5[CH:18]=[C:19]([CH3:21])[S:20][C:13]=45)=[CH:7][C:5]=3[S:6][C:2]=2[CH3:1])=[O:23])[CH2:30][CH2:29][O:28][CH2:27][CH2:26]1. The yield is 0.750. (5) The reactants are Br[CH:2]1[C:10]2([CH2:15][CH2:14][N:13]([C:16]([O:18][CH2:19][C:20]3[CH:25]=[CH:24][CH:23]=[CH:22][CH:21]=3)=[O:17])[CH2:12][CH2:11]2)[CH2:9][C:8]2[C:4](=[N:5][N:6]([C:26]([CH3:29])([CH3:28])[CH3:27])[CH:7]=2)[CH:3]1[O:30]C.CC(C)([O-])C.[K+].Cl. The catalyst is O1CCCC1.O. The product is [C:26]([N:6]1[CH:7]=[C:8]2[C:4]([C:3](=[O:30])[CH2:2][C:10]3([CH2:9]2)[CH2:15][CH2:14][N:13]([C:16]([O:18][CH2:19][C:20]2[CH:25]=[CH:24][CH:23]=[CH:22][CH:21]=2)=[O:17])[CH2:12][CH2:11]3)=[N:5]1)([CH3:29])([CH3:27])[CH3:28]. The yield is 0.710.